From a dataset of Full USPTO retrosynthesis dataset with 1.9M reactions from patents (1976-2016). Predict the reactants needed to synthesize the given product. (1) Given the product [CH3:13][C:14]1([CH3:25])[CH2:19][CH2:18][CH:17]([C:20](=[O:21])[CH2:1][P:2](=[O:3])([O:6][CH3:7])[O:4][CH3:5])[CH2:16][CH2:15]1, predict the reactants needed to synthesize it. The reactants are: [CH3:1][P:2]([O:6][CH3:7])([O:4][CH3:5])=[O:3].[Li]CCCC.[CH3:13][C:14]1([CH3:25])[CH2:19][CH2:18][CH:17]([C:20](OCC)=[O:21])[CH2:16][CH2:15]1. (2) Given the product [CH3:17][C:18]1[CH:19]=[CH:20][C:21]([C:28]2[CH:33]=[N:32][CH:31]=[CH:30][N:29]=2)=[C:22]([CH:27]=1)[C:23]([OH:25])=[O:24], predict the reactants needed to synthesize it. The reactants are: CC1C=CC(C2C=NN(C)C=2)=C(C=1)C(O)=O.[CH3:17][C:18]1[CH:19]=[CH:20][C:21]([C:28]2[CH:33]=[N:32][CH:31]=[CH:30][N:29]=2)=[C:22]([CH:27]=1)[C:23]([O:25]C)=[O:24]. (3) The reactants are: [NH2:1][C:2]1[N:7]([CH2:8][CH2:9][CH3:10])[C:6](=[O:11])[N:5]([CH2:12][CH2:13][CH3:14])[C:4](=[O:15])[C:3]=1[NH:16][C:17]([CH:19]1[CH:24]2[CH2:25][CH:21]3[CH:22]([C:23]2=[O:26])[CH:20]13)=O.C(O)(C)C.[OH-].[K+]. Given the product [O:26]=[C:23]1[CH:22]2[CH:20]3[CH:21]2[CH2:25][CH:24]1[CH:19]3[C:17]1[NH:16][C:3]2[C:4](=[O:15])[N:5]([CH2:12][CH2:13][CH3:14])[C:6](=[O:11])[N:7]([CH2:8][CH2:9][CH3:10])[C:2]=2[N:1]=1, predict the reactants needed to synthesize it. (4) Given the product [ClH:28].[Cl:28][C:25]1[CH:26]=[CH:27][C:22]([NH:21][C:19](=[O:20])[NH:18][C:15]2[CH:14]=[CH:13][C:12]([N:7]3[CH:6]=[N:5][C:4]4[C:8]3=[N:9][CH:10]=[N:11][C:3]=4[NH:2][C:40](=[O:41])[C@@H:35]([NH:34][CH3:33])[CH2:36][CH:37]([CH3:39])[CH3:38])=[CH:17][CH:16]=2)=[CH:23][C:24]=1[C:29]([F:31])([F:32])[F:30], predict the reactants needed to synthesize it. The reactants are: Cl.[NH2:2][C:3]1[N:11]=[CH:10][N:9]=[C:8]2[C:4]=1[N:5]=[CH:6][N:7]2[C:12]1[CH:17]=[CH:16][C:15]([NH:18][C:19]([NH:21][C:22]2[CH:27]=[CH:26][C:25]([Cl:28])=[C:24]([C:29]([F:32])([F:31])[F:30])[CH:23]=2)=[O:20])=[CH:14][CH:13]=1.[CH3:33][N:34](C(OC(C)(C)C)=O)[C@H:35]([C:40](O)=[O:41])[CH2:36][CH:37]([CH3:39])[CH3:38].